Task: Predict the product of the given reaction.. Dataset: Forward reaction prediction with 1.9M reactions from USPTO patents (1976-2016) Given the reactants Cl[C:2]1[N:7]=[CH:6][C:5]([S:8]([N:11]2[CH2:20][CH2:19][C:18]3[C@:13]([CH2:31][O:32][CH2:33][CH3:34])([CH2:14][C:15]4[CH:23]=[N:22][N:21]([C:24]5[CH:29]=[CH:28][C:27]([F:30])=[CH:26][CH:25]=5)[C:16]=4[CH:17]=3)[CH2:12]2)(=[O:10])=[O:9])=[CH:4][CH:3]=1.[CH3:35][NH2:36], predict the reaction product. The product is: [CH2:33]([O:32][CH2:31][C@@:13]12[CH2:12][N:11]([S:8]([C:5]3[CH:6]=[N:7][C:2]([NH:36][CH3:35])=[CH:3][CH:4]=3)(=[O:10])=[O:9])[CH2:20][CH2:19][C:18]1=[CH:17][C:16]1[N:21]([C:24]3[CH:29]=[CH:28][C:27]([F:30])=[CH:26][CH:25]=3)[N:22]=[CH:23][C:15]=1[CH2:14]2)[CH3:34].